This data is from Full USPTO retrosynthesis dataset with 1.9M reactions from patents (1976-2016). The task is: Predict the reactants needed to synthesize the given product. (1) Given the product [NH2:17][C:8]1[C:7]2=[N:6][N:5]([CH2:18][CH3:19])[C:4]([CH2:3][C:2]([NH:1][S:30]([CH3:29])(=[O:32])=[O:31])([CH3:20])[CH3:21])=[C:16]2[C:15]2[CH:14]=[CH:13][CH:12]=[CH:11][C:10]=2[N:9]=1, predict the reactants needed to synthesize it. The reactants are: [NH2:1][C:2]([CH3:21])([CH3:20])[CH2:3][C:4]1[N:5]([CH2:18][CH3:19])[N:6]=[C:7]2[C:16]=1[C:15]1[CH:14]=[CH:13][CH:12]=[CH:11][C:10]=1[N:9]=[C:8]2[NH2:17].C(N(CC)CC)C.[CH3:29][S:30](Cl)(=[O:32])=[O:31].O. (2) Given the product [Cl:1][C:2]1[CH:3]=[C:4]([N:9]2[C:14](=[O:15])[C:13]([O:16][CH2:17][C:18]([OH:21])([CH3:20])[CH3:19])=[C:12]([C:22]3[CH:27]=[CH:26][C:25]([S:28]([NH:31][C:32](=[O:34])[CH3:33])(=[O:30])=[O:29])=[CH:24][CH:23]=3)[CH:11]=[N:10]2)[CH:5]=[CH:6][C:7]=1[F:8], predict the reactants needed to synthesize it. The reactants are: [Cl:1][C:2]1[CH:3]=[C:4]([N:9]2[C:14](=[O:15])[C:13]([O:16][CH2:17][C:18]([OH:21])([CH3:20])[CH3:19])=[C:12]([C:22]3[CH:27]=[CH:26][C:25]([S:28]([NH2:31])(=[O:30])=[O:29])=[CH:24][CH:23]=3)[CH:11]=[N:10]2)[CH:5]=[CH:6][C:7]=1[F:8].[C:32](OC(=O)C)(=[O:34])[CH3:33].C(N(CC)CC)C.